This data is from Retrosynthesis with 50K atom-mapped reactions and 10 reaction types from USPTO. The task is: Predict the reactants needed to synthesize the given product. (1) The reactants are: C=CCSc1ncc(Cl)cn1.OO. Given the product C=CCS(=O)c1ncc(Cl)cn1, predict the reactants needed to synthesize it. (2) Given the product NN1CC(O)CC(c2ccc(F)cc2Cl)C1=O, predict the reactants needed to synthesize it. The reactants are: CC(C)(C)OC(=O)NN1CC(O)CC(c2ccc(F)cc2Cl)C1=O.